This data is from Forward reaction prediction with 1.9M reactions from USPTO patents (1976-2016). The task is: Predict the product of the given reaction. (1) Given the reactants Cl[CH2:2][CH2:3][CH2:4][CH2:5][C:6]([C:8]1[CH:13]=[CH:12][C:11]([N+:14]([O-:16])=[O:15])=[CH:10][CH:9]=1)=[O:7].[NH:17]1[CH2:22][CH2:21][CH:20]([C:23]2[CH:24]=[C:25]([NH:29][C:30](=[O:33])[CH2:31][CH3:32])[CH:26]=[CH:27][CH:28]=2)[CH2:19][CH2:18]1, predict the reaction product. The product is: [N+:14]([C:11]1[CH:12]=[CH:13][C:8]([C:6](=[O:7])[CH2:5][CH2:4][CH2:3][CH2:2][N:17]2[CH2:22][CH2:21][CH:20]([C:23]3[CH:24]=[C:25]([NH:29][C:30](=[O:33])[CH2:31][CH3:32])[CH:26]=[CH:27][CH:28]=3)[CH2:19][CH2:18]2)=[CH:9][CH:10]=1)([O-:16])=[O:15]. (2) Given the reactants [Br:1][CH2:2][CH2:3][C:4]([OH:6])=[O:5].BrCCCCCC(O[C:16]([CH3:19])([CH3:18])[CH3:17])=O, predict the reaction product. The product is: [C:16]([CH:3]([CH2:2][Br:1])[C:4]([OH:6])=[O:5])([CH3:19])([CH3:18])[CH3:17]. (3) Given the reactants C([Li])CCC.C(N[CH:10]([CH3:12])[CH3:11])(C)C.[Li+].CC([N-]C(C)C)C.[C:21](#[N:23])[CH3:22].[I:24]C1C=CC(C(OCC)=O)=CC=1.[Cl-].[NH4+].[O:38]1[CH2:42][CH2:41][CH2:40][CH2:39]1, predict the reaction product. The product is: [I:24][C:42]1[CH:41]=[C:40]([CH:12]=[CH:10][CH:11]=1)[C:39]([CH2:22][C:21]#[N:23])=[O:38].